From a dataset of Forward reaction prediction with 1.9M reactions from USPTO patents (1976-2016). Predict the product of the given reaction. (1) Given the reactants [CH3:1][O:2][C:3]1[CH:8]=[CH:7][C:6]([NH2:9])=[CH:5][CH:4]=1.C(N(CC)CC)C.[N+:17]([C:20]1[CH:25]=[CH:24][CH:23]=[CH:22][C:21]=1[S:26](Cl)(=[O:28])=[O:27])([O-:19])=[O:18].S(Cl)(Cl)(=O)=O, predict the reaction product. The product is: [CH3:1][O:2][C:3]1[CH:8]=[CH:7][C:6]([NH:9][S:26]([C:21]2[CH:22]=[CH:23][CH:24]=[CH:25][C:20]=2[N+:17]([O-:19])=[O:18])(=[O:27])=[O:28])=[CH:5][CH:4]=1. (2) Given the reactants [C:1]1([NH:7][C:8](=[S:18])[NH:9]/[N:10]=[CH:11]/[C:12]2[CH:13]=[N:14][CH:15]=[CH:16][CH:17]=2)[CH:6]=[CH:5][CH:4]=[CH:3][CH:2]=1, predict the reaction product. The product is: [C:1]1([NH:7][C:8]2[S:18][C:11]([C:12]3[CH:13]=[N:14][CH:15]=[CH:16][CH:17]=3)=[N:10][N:9]=2)[CH:2]=[CH:3][CH:4]=[CH:5][CH:6]=1. (3) Given the reactants [Cl:1][C:2]1[C:7]([Cl:8])=[CH:6][N:5]=[N:4][C:3]=1[OH:9].[C:10](=O)([O-])[O-].[K+].[K+].CI, predict the reaction product. The product is: [Cl:1][C:2]1[C:3](=[O:9])[N:4]([CH3:10])[N:5]=[CH:6][C:7]=1[Cl:8]. (4) Given the reactants [NH:1]1[CH2:6][CH2:5][C:4](=[O:7])[CH2:3][CH2:2]1.Cl.[N:9]1[CH:14]=[CH:13][CH:12]=[C:11]([CH2:15]Cl)[CH:10]=1, predict the reaction product. The product is: [N:9]1[CH:14]=[CH:13][CH:12]=[C:11]([CH2:15][N:1]2[CH2:6][CH2:5][C:4](=[O:7])[CH2:3][CH2:2]2)[CH:10]=1. (5) Given the reactants CN(C)C=O.[CH3:6][O:7][C:8]([C:10]1[C:15](Br)=[N:14][CH:13]=[C:12]([Br:17])[N:11]=1)=[O:9].C(=O)([O-])[O-].[K+].[K+].[F:24][C:25]1[CH:30]=[CH:29][C:28]([SH:31])=[CH:27][CH:26]=1, predict the reaction product. The product is: [CH3:6][O:7][C:8]([C:10]1[C:15]([S:31][C:28]2[CH:29]=[CH:30][C:25]([F:24])=[CH:26][CH:27]=2)=[N:14][CH:13]=[C:12]([Br:17])[N:11]=1)=[O:9]. (6) Given the reactants Br[C:2]1[CH:7]=[CH:6][N:5]=[CH:4][C:3]=1[CH:8]=[O:9].P([O-])([O-])([O-])=O.[K+].[K+].[K+].O1[CH2:23][CH2:22][O:21][CH2:20]C1, predict the reaction product. The product is: [OH:9][CH2:8][C:3]1[CH:4]=[N:5][CH:6]=[CH:7][C:2]=1[C:7]1[CH:2]=[C:3]([CH:4]=[CH:23][C:22]=1[O:21][CH3:20])[CH:8]=[O:9]. (7) Given the reactants [F:1][C:2]1[CH:3]=[C:4]([NH:22][C:23](=[O:35])[C:24]([NH:26][CH2:27][CH2:28][C:29]2[CH:34]=[CH:33][CH:32]=[CH:31][CH:30]=2)=[O:25])[CH:5]=[CH:6][C:7]=1[O:8][C:9]1[C:18]2[C:13](=[CH:14][C:15]([OH:21])=[C:16]([O:19][CH3:20])[CH:17]=2)[N:12]=[CH:11][CH:10]=1.Cl.Cl[CH2:38][CH2:39][CH2:40][N:41]1[CH2:46][CH2:45][O:44][CH2:43][CH2:42]1.C(=O)([O-])[O-].[K+].[K+], predict the reaction product. The product is: [F:1][C:2]1[CH:3]=[C:4]([NH:22][C:23](=[O:35])[C:24]([NH:26][CH2:27][CH2:28][C:29]2[CH:30]=[CH:31][CH:32]=[CH:33][CH:34]=2)=[O:25])[CH:5]=[CH:6][C:7]=1[O:8][C:9]1[C:18]2[C:13](=[CH:14][C:15]([O:21][CH2:38][CH2:39][CH2:40][N:41]3[CH2:46][CH2:45][O:44][CH2:43][CH2:42]3)=[C:16]([O:19][CH3:20])[CH:17]=2)[N:12]=[CH:11][CH:10]=1. (8) The product is: [ClH:33].[NH2:24][CH2:23][C:19]1[CH:18]=[C:17]([CH2:16][NH:15][C:13]([C:8]2[NH:7][C:6](=[O:32])[C:5]3[C:10](=[CH:11][CH:12]=[C:3]([C:1]#[N:2])[CH:4]=3)[N:9]=2)=[O:14])[CH:22]=[CH:21][CH:20]=1. Given the reactants [C:1]([C:3]1[CH:4]=[C:5]2[C:10](=[CH:11][CH:12]=1)[N:9]=[C:8]([C:13]([NH:15][CH2:16][C:17]1[CH:18]=[C:19]([CH2:23][NH:24]C(=O)OC(C)(C)C)[CH:20]=[CH:21][CH:22]=1)=[O:14])[NH:7][C:6]2=[O:32])#[N:2].[ClH:33].C(OCC)(=O)C, predict the reaction product.